Dataset: Full USPTO retrosynthesis dataset with 1.9M reactions from patents (1976-2016). Task: Predict the reactants needed to synthesize the given product. (1) Given the product [Cl:1][C:2]1[CH:7]=[C:6]([Cl:8])[CH:5]=[CH:4][C:3]=1[C:9]1[N:10]=[C:11]([CH2:16][C:17]2[CH:22]=[CH:21][C:20]([C:23]3[CH:24]=[CH:25][C:26]([O:29][CH2:35][CH2:34][C@H:33]([NH:37][S:47]([CH3:46])(=[O:49])=[O:48])[C:32]([OH:31])=[O:45])=[CH:27][CH:28]=3)=[CH:19][CH:18]=2)[N:12]([CH2:14][CH3:15])[CH:13]=1, predict the reactants needed to synthesize it. The reactants are: [Cl:1][C:2]1[CH:7]=[C:6]([Cl:8])[CH:5]=[CH:4][C:3]=1[C:9]1[N:10]=[C:11]([CH2:16][C:17]2[CH:22]=[CH:21][C:20]([C:23]3[CH:28]=[CH:27][C:26]([OH:29])=[CH:25][CH:24]=3)=[CH:19][CH:18]=2)[N:12]([CH2:14][CH3:15])[CH:13]=1.C[O:31][C:32](=[O:45])[CH:33]([NH:37]C(OC(C)(C)C)=O)[CH2:34][CH2:35]Br.[CH3:46][S:47](Cl)(=[O:49])=[O:48].CS(N)(=O)=O. (2) The reactants are: [Li+].[Cl-].C1COCC1.[I:8][C:9]1[N:10]=[C:11]([C@@H:15]2[CH2:19][C@@H:18]([CH3:20])[CH2:17][N:16]2[C:21]([O:23][C:24]([CH3:27])([CH3:26])[CH3:25])=[O:22])[NH:12][C:13]=1I.C[Mg]Cl.C([Mg]Cl)(C)C.[NH4+].[Cl-]. Given the product [I:8][C:9]1[N:10]=[C:11]([C@@H:15]2[CH2:19][C@@H:18]([CH3:20])[CH2:17][N:16]2[C:21]([O:23][C:24]([CH3:25])([CH3:27])[CH3:26])=[O:22])[NH:12][CH:13]=1, predict the reactants needed to synthesize it. (3) Given the product [N:25]1([C:23]2[CH:24]=[C:19]([NH:18][C:14]3[N:13]=[C:12]([N:10]([CH3:11])[C:5]4[CH:6]=[C:7]([CH2:8][OH:9])[CH:2]=[N:3][C:4]=4[CH3:37])[CH:17]=[CH:16][N:15]=3)[CH:20]=[C:21]([N:31]3[CH2:32][CH2:33][O:34][CH2:35][CH2:36]3)[CH:22]=2)[CH2:26][CH2:27][O:28][CH2:29][CH2:30]1, predict the reactants needed to synthesize it. The reactants are: Cl[C:2]1[C:7]([CH2:8][OH:9])=[CH:6][C:5]([N:10]([C:12]2[CH:17]=[CH:16][N:15]=[C:14]([NH:18][C:19]3[CH:24]=[C:23]([N:25]4[CH2:30][CH2:29][O:28][CH2:27][CH2:26]4)[CH:22]=[C:21]([N:31]4[CH2:36][CH2:35][O:34][CH2:33][CH2:32]4)[CH:20]=3)[N:13]=2)[CH3:11])=[C:4]([CH3:37])[N:3]=1.C(=O)([O-])[O-].[K+].[K+].